From a dataset of TCR-epitope binding with 47,182 pairs between 192 epitopes and 23,139 TCRs. Binary Classification. Given a T-cell receptor sequence (or CDR3 region) and an epitope sequence, predict whether binding occurs between them. (1) The epitope is TLIGDCATV. The TCR CDR3 sequence is CATLPSQGVNEQYF. Result: 1 (the TCR binds to the epitope). (2) The epitope is KRWIILGLNK. The TCR CDR3 sequence is CASSPGAYGNTIYF. Result: 1 (the TCR binds to the epitope). (3) The TCR CDR3 sequence is CASSAPGAGNTIYF. The epitope is NLSALGIFST. Result: 0 (the TCR does not bind to the epitope). (4) The epitope is RLDKVEAEV. The TCR CDR3 sequence is CASSQDRRGGYDEQFF. Result: 0 (the TCR does not bind to the epitope). (5) The epitope is QYDPVAALF. The TCR CDR3 sequence is CAIGDSSSYNEQFF. Result: 0 (the TCR does not bind to the epitope). (6) The epitope is KLNVGDYFV. The TCR CDR3 sequence is CASSTGGTGPNQPQHF. Result: 1 (the TCR binds to the epitope). (7) The epitope is FLPRVFSAV. The TCR CDR3 sequence is CATSDLLIDTQYF. Result: 1 (the TCR binds to the epitope). (8) The epitope is NLSALGIFST. The TCR CDR3 sequence is CASSIGSGEAFF. Result: 0 (the TCR does not bind to the epitope). (9) The epitope is YLNTLTLAV. The TCR CDR3 sequence is CASSLYGGVEQFF. Result: 1 (the TCR binds to the epitope). (10) The epitope is TAFTIPSI. The TCR CDR3 sequence is CASSQEETSVYNEQFF. Result: 0 (the TCR does not bind to the epitope).